Predict the reaction yield, written as a fraction of the theoretical maximum amount of product (1.0 means a 100% yield; for example, 0.34 means a 34% yield). From a dataset of Reaction yield outcomes from USPTO patents with 853,638 reactions. (1) The reactants are [CH3:1][C:2]1([CH3:28])[CH2:5][CH:4]([CH:6]([NH:16][C:17]2[CH:18]=[N:19][C:20]3[C:25]([CH:26]=2)=[CH:24][CH:23]=[C:22]([F:27])[CH:21]=3)[C:7]2[CH:15]=[CH:14][C:10]([C:11](O)=[O:12])=[CH:9][CH:8]=2)[CH2:3]1.Cl.[CH2:30]([O:32][C:33](=[O:37])[CH2:34][CH2:35][NH2:36])[CH3:31].ON1C2N=CC=CC=2N=N1.Cl.C(N=C=NCCCN(C)C)C.C(N(CC)CC)C. The catalyst is C(Cl)Cl. The product is [CH3:1][C:2]1([CH3:28])[CH2:3][CH:4]([CH:6]([NH:16][C:17]2[CH:18]=[N:19][C:20]3[C:25]([CH:26]=2)=[CH:24][CH:23]=[C:22]([F:27])[CH:21]=3)[C:7]2[CH:15]=[CH:14][C:10]([C:11]([NH:36][CH2:35][CH2:34][C:33]([O:32][CH2:30][CH3:31])=[O:37])=[O:12])=[CH:9][CH:8]=2)[CH2:5]1. The yield is 0.450. (2) The reactants are O.[OH:2][C:3]1[C:11]2[N:10]=NN[C:7]=2[CH:6]=CC=1.C(N(C(C)C)C(C)C)C.Cl.CN(C)CCCN=C=NCC.[F:33][C:34]1[CH:39]=[CH:38][C:37]([C:40]2[C:44]([CH2:45][O:46][C:47]3[CH:55]=[CH:54][C:50]([C:51]([OH:53])=O)=[CH:49][N:48]=3)=[C:43]([CH2:56][OH:57])[O:42][N:41]=2)=[CH:36][CH:35]=1.N[C@H](CC)CO. The catalyst is C1COCC1. The product is [F:33][C:34]1[CH:39]=[CH:38][C:37]([C:40]2[C:44]([CH2:45][O:46][C:47]3[CH:55]=[CH:54][C:50]([C:51]([NH:10][C@@H:11]([CH2:3][OH:2])[CH2:7][CH3:6])=[O:53])=[CH:49][N:48]=3)=[C:43]([CH2:56][OH:57])[O:42][N:41]=2)=[CH:36][CH:35]=1. The yield is 0.500. (3) The reactants are [F:1][C:2]([F:25])([F:24])[CH2:3][O:4][C:5]1[CH:23]=[CH:22][C:8]([C:9]([NH:11][CH2:12][CH2:13][NH:14]C(=O)OC(C)(C)C)=[O:10])=[CH:7][N:6]=1.[ClH:26]. The catalyst is CCOC(C)=O. The product is [ClH:26].[NH2:14][CH2:13][CH2:12][NH:11][C:9](=[O:10])[C:8]1[CH:22]=[CH:23][C:5]([O:4][CH2:3][C:2]([F:1])([F:24])[F:25])=[N:6][CH:7]=1. The yield is 1.00. (4) The reactants are [F:1][C:2]1[CH:9]=[CH:8][C:5]([CH2:6][NH2:7])=[CH:4][CH:3]=1.C([O:12][C:13]([C:15]1[N:16]=[C:17]2[CH:22]=[CH:21][C:20]([N:23]3[CH2:28][CH2:27][N:26]([C:29](=[O:41])[C:30]4[CH:35]=[C:34]([F:36])[CH:33]=[CH:32][C:31]=4[C:37]([F:40])([F:39])[F:38])[CH2:25][CH2:24]3)=[N:19][N:18]2[CH:42]=1)=O)C. No catalyst specified. The product is [F:1][C:2]1[CH:9]=[CH:8][C:5]([CH2:6][NH:7][C:13]([C:15]2[N:16]=[C:17]3[CH:22]=[CH:21][C:20]([N:23]4[CH2:28][CH2:27][N:26]([C:29](=[O:41])[C:30]5[CH:35]=[C:34]([F:36])[CH:33]=[CH:32][C:31]=5[C:37]([F:38])([F:40])[F:39])[CH2:25][CH2:24]4)=[N:19][N:18]3[CH:42]=2)=[O:12])=[CH:4][CH:3]=1. The yield is 0.380. (5) The reactants are C1(P(C2C=CC=CC=2)C2C=CC=CC=2)C=CC=CC=1.N(C(OCC)=O)=NC(OCC)=O.[Cl:32][C:33]1[CH:38]=[CH:37][CH:36]=[C:35]([N+:39]([O-:41])=[O:40])[C:34]=1[OH:42].[CH2:43]([O:50][C:51](=[O:63])[C@@H:52]([NH:55][C:56]([O:58][C:59]([CH3:62])([CH3:61])[CH3:60])=[O:57])[CH2:53]O)[C:44]1[CH:49]=[CH:48][CH:47]=[CH:46][CH:45]=1. The catalyst is O1CCCC1. The product is [CH2:43]([O:50][C:51](=[O:63])[C@@H:52]([NH:55][C:56]([O:58][C:59]([CH3:62])([CH3:61])[CH3:60])=[O:57])[CH2:53][O:42][C:34]1[C:35]([N+:39]([O-:41])=[O:40])=[CH:36][CH:37]=[CH:38][C:33]=1[Cl:32])[C:44]1[CH:45]=[CH:46][CH:47]=[CH:48][CH:49]=1. The yield is 0.500.